Dataset: Full USPTO retrosynthesis dataset with 1.9M reactions from patents (1976-2016). Task: Predict the reactants needed to synthesize the given product. Given the product [C:5]1([N:8]2[CH:17]=[C:16]3[C:10]([CH2:11][CH2:12][NH:13][CH2:14][CH2:15]3)=[N:9]2)[CH:4]=[CH:3][CH:2]=[CH:7][CH:6]=1, predict the reactants needed to synthesize it. The reactants are: Br[C:2]1[CH:7]=[CH:6][C:5]([N:8]2[CH:17]=[C:16]3[C:10]([CH2:11][CH2:12][N:13](CC4C=CC=CC=4)[CH2:14][CH2:15]3)=[N:9]2)=[CH:4][CH:3]=1.